From a dataset of Forward reaction prediction with 1.9M reactions from USPTO patents (1976-2016). Predict the product of the given reaction. Given the reactants [OH:1][C:2]([CH:5]1[N:14]2[C:9](=[CH:10][C:11](=[O:20])[C:12]([C:15]([O:17]CC)=[O:16])=[CH:13]2)[C:8]2[CH:21]=[C:22]([O:31][CH3:32])[C:23]([O:25][CH2:26][CH2:27][CH2:28][O:29][CH3:30])=[CH:24][C:7]=2[CH2:6]1)([CH3:4])[CH3:3].[Li+].[OH-].Cl, predict the reaction product. The product is: [OH:1][C:2]([CH:5]1[N:14]2[C:9](=[CH:10][C:11](=[O:20])[C:12]([C:15]([OH:17])=[O:16])=[CH:13]2)[C:8]2[CH:21]=[C:22]([O:31][CH3:32])[C:23]([O:25][CH2:26][CH2:27][CH2:28][O:29][CH3:30])=[CH:24][C:7]=2[CH2:6]1)([CH3:3])[CH3:4].